This data is from Full USPTO retrosynthesis dataset with 1.9M reactions from patents (1976-2016). The task is: Predict the reactants needed to synthesize the given product. (1) Given the product [CH3:16][N:14]([CH3:15])[CH:11]([CH:8]1[CH2:9][CH2:10][C:5](=[O:4])[CH2:6][CH2:7]1)[CH2:12][CH3:13], predict the reactants needed to synthesize it. The reactants are: O1[C:5]2([CH2:10][CH2:9][CH:8]([CH:11]([N:14]([CH3:16])[CH3:15])[CH2:12][CH3:13])[CH2:7][CH2:6]2)[O:4]CC1.Cl. (2) Given the product [Cl:1][C:2]1[N:7]=[CH:6][C:5]([C:8]2[O:9][C:10]([CH3:16])=[C:11]([CH2:13][CH2:14][O:15][S:17]([C:20]3[CH:26]=[CH:25][C:23]([CH3:24])=[CH:22][CH:21]=3)(=[O:19])=[O:18])[N:12]=2)=[CH:4][CH:3]=1, predict the reactants needed to synthesize it. The reactants are: [Cl:1][C:2]1[N:7]=[CH:6][C:5]([C:8]2[O:9][C:10]([CH3:16])=[C:11]([CH2:13][CH2:14][OH:15])[N:12]=2)=[CH:4][CH:3]=1.[S:17](Cl)([C:20]1[CH:26]=[CH:25][C:23]([CH3:24])=[CH:22][CH:21]=1)(=[O:19])=[O:18].C(N(CC)CC)C. (3) Given the product [CH3:19][N+:6]1[C:5]2[C:14](=[CH:1][CH:2]=[CH:3][CH:4]=2)[N:13]=[C:12]2[C:7]=1[CH:8]=[CH:9][CH:10]=[CH:11]2.[CH3:19][O:18][S:15]([O-:20])(=[O:17])=[O:16], predict the reactants needed to synthesize it. The reactants are: [CH:1]1[C:14]2[C:5](=[N:6][C:7]3[C:12]([N:13]=2)=[CH:11][CH:10]=[CH:9][CH:8]=3)[CH:4]=[CH:3][CH:2]=1.[S:15]([O:20]C)([O:18][CH3:19])(=[O:17])=[O:16]. (4) Given the product [C:14]([O:18][C:19]([N:21]1[CH2:27][CH2:26][CH2:25][N:24]([C:7]([CH:4]2[CH2:3][CH2:2][O:1][CH2:6][CH2:5]2)=[O:9])[CH2:23][CH2:22]1)=[O:20])([CH3:17])([CH3:15])[CH3:16], predict the reactants needed to synthesize it. The reactants are: [O:1]1[CH2:6][CH2:5][CH:4]([C:7]([OH:9])=O)[CH2:3][CH2:2]1.S(Cl)(Cl)=O.[C:14]([O:18][C:19]([N:21]1[CH2:27][CH2:26][CH2:25][NH:24][CH2:23][CH2:22]1)=[O:20])([CH3:17])([CH3:16])[CH3:15].C(N(CC)CC)C. (5) Given the product [CH3:4][N:3]([CH2:5][C:6]1[CH2:14][C:13]2[C:8](=[CH:9][CH:10]=[C:11]([OH:15])[CH:12]=2)[C:7]=1[C:18]1[CH:19]=[N:20][CH:21]=[CH:22][CH:23]=1)[CH3:2], predict the reactants needed to synthesize it. The reactants are: Cl.[CH3:2][N:3]([CH2:5][CH:6]1[CH2:14][C:13]2[C:8](=[CH:9][CH:10]=[C:11]([O:15]C)[CH:12]=2)[C:7]1([C:18]1[CH:19]=[N:20][CH:21]=[CH:22][CH:23]=1)O)[CH3:4]. (6) The reactants are: C[O:2][C:3](=[O:34])[C:4]1[C:9]([OH:10])=[CH:8][CH:7]=[C:6]([N:11]2[C:15]([CH3:16])=[CH:14][CH:13]=[C:12]2[C:17]2[CH:22]=[C:21]([Br:23])[CH:20]=[CH:19][C:18]=2[O:24][CH2:25][C:26]2[CH:31]=[CH:30][C:29]([F:32])=[CH:28][C:27]=2[F:33])[CH:5]=1.[OH-].[Na+]. Given the product [Br:23][C:21]1[CH:20]=[CH:19][C:18]([O:24][CH2:25][C:26]2[CH:31]=[CH:30][C:29]([F:32])=[CH:28][C:27]=2[F:33])=[C:17]([C:12]2[N:11]([C:6]3[CH:5]=[C:4]([C:9]([OH:10])=[CH:8][CH:7]=3)[C:3]([OH:34])=[O:2])[C:15]([CH3:16])=[CH:14][CH:13]=2)[CH:22]=1, predict the reactants needed to synthesize it. (7) Given the product [Cl:1][C:2]1[CH:3]=[CH:4][C:5]([C:8]2[N:9]([CH2:23][C@H:24]([OH:29])[C:25]([F:26])([F:28])[F:27])[C:10](=[O:22])[N:11]([CH2:13][C:14]3[N:18]=[C:17]([CH:19]([OH:21])[CH3:20])[N:16]([C:36]4[CH:35]=[CH:34][CH:33]=[C:32]([CH:31]([F:41])[F:30])[CH:37]=4)[N:15]=3)[N:12]=2)=[CH:6][CH:7]=1, predict the reactants needed to synthesize it. The reactants are: [Cl:1][C:2]1[CH:7]=[CH:6][C:5]([C:8]2[N:9]([CH2:23][C@H:24]([OH:29])[C:25]([F:28])([F:27])[F:26])[C:10](=[O:22])[N:11]([CH2:13][C:14]3[N:18]=[C:17]([CH:19]([OH:21])[CH3:20])[NH:16][N:15]=3)[N:12]=2)=[CH:4][CH:3]=1.[F:30][CH:31]([F:41])[C:32]1[CH:33]=[C:34](B(O)O)[CH:35]=[CH:36][CH:37]=1. (8) Given the product [F:1][C:2]1[CH:7]=[C:6]([C:8]2[CH:13]=[CH:12][C:11]([F:14])=[CH:10][N:9]=2)[CH:5]=[CH:4][C:3]=1[C:15]([OH:17])([CH3:16])[CH2:19][C:20]([O:22][CH2:23][CH3:24])=[O:21], predict the reactants needed to synthesize it. The reactants are: [F:1][C:2]1[CH:7]=[C:6]([C:8]2[CH:13]=[CH:12][C:11]([F:14])=[CH:10][N:9]=2)[CH:5]=[CH:4][C:3]=1[C:15](=[O:17])[CH3:16].Br[CH2:19][C:20]([O:22][CH2:23][CH3:24])=[O:21]. (9) Given the product [CH3:32][O:31][C@H:27]1[CH2:28][CH2:29][CH2:30][C@@H:26]1[NH:25][C:4]1[N:3]=[C:2]([Cl:1])[N:10]=[C:9]2[C:5]=1[N:6]=[CH:7][N:8]2[C@@H:11]1[CH2:15][C@H:14]([N:16]2[N:20]=[N:19][C:18]([CH3:21])=[N:17]2)[C@@H:13]([OH:23])[C@H:12]1[OH:24], predict the reactants needed to synthesize it. The reactants are: [Cl:1][C:2]1[N:10]=[C:9]2[C:5]([N:6]=[CH:7][N:8]2[C@@H:11]2[CH2:15][C@H:14]([N:16]3[N:20]=[N:19][C:18]([CH2:21]C)=[N:17]3)[C@@H:13]([OH:23])[C@H:12]2[OH:24])=[C:4]([NH:25][C@H:26]2[CH2:30][CH2:29][CH2:28][C@@H:27]2[O:31][CH3:32])[N:3]=1.CC1N=NNN=1. (10) Given the product [CH:1]([C:3]1[CH:9]=[CH:8][C:6]([NH:7][C:10](=[O:11])[O:12][C:13]([CH3:16])([CH3:15])[CH3:14])=[CH:5][CH:4]=1)=[CH2:2], predict the reactants needed to synthesize it. The reactants are: [CH:1]([C:3]1[CH:9]=[CH:8][C:6]([NH2:7])=[CH:5][CH:4]=1)=[CH2:2].[C:10](O[C:10]([O:12][C:13]([CH3:16])([CH3:15])[CH3:14])=[O:11])([O:12][C:13]([CH3:16])([CH3:15])[CH3:14])=[O:11].CO.